From a dataset of Forward reaction prediction with 1.9M reactions from USPTO patents (1976-2016). Predict the product of the given reaction. Given the reactants [CH2:1](Cl)[C:2]1[CH:7]=[CH:6][CH:5]=[CH:4][CH:3]=1.[CH3:9][OH:10].O, predict the reaction product. The product is: [CH3:9][O:10][CH2:1][C:2]1[CH:7]=[CH:6][CH:5]=[CH:4][CH:3]=1.